Dataset: Reaction yield outcomes from USPTO patents with 853,638 reactions. Task: Predict the reaction yield, written as a fraction of the theoretical maximum amount of product (1.0 means a 100% yield; for example, 0.34 means a 34% yield). (1) The reactants are [C:1]([C:5]1[NH:6][C:7]([C:11]([O:13][CH2:14][CH3:15])=[O:12])=[C:8](I)[N:9]=1)([CH3:4])([CH3:3])[CH3:2].O.C(N(CC)CC)C.[C:24](=O)([OH:26])[O-:25].[Na+]. The catalyst is CN(C=O)C.C1(P(C2C=CC=CC=2)[C-]2C=CC=C2)C=CC=CC=1.[C-]1(P(C2C=CC=CC=2)C2C=CC=CC=2)C=CC=C1.[Fe+2].C(OCC)(=O)C. The product is [C:1]([C:5]1[NH:6][C:7]([C:11]([O:13][CH2:14][CH3:15])=[O:12])=[C:8]([C:24]([OH:26])=[O:25])[N:9]=1)([CH3:4])([CH3:3])[CH3:2]. The yield is 0.760. (2) The reactants are [N:1]([CH2:4][C@H:5]([CH3:29])[C@H:6]([C@H:15]1[CH2:19][O:18]C(C)(C)[N:16]1[C:22]([O:24][C:25]([CH3:28])([CH3:27])[CH3:26])=[O:23])[O:7][Si:8]([C:11]([CH3:14])([CH3:13])[CH3:12])([CH3:10])[CH3:9])=[N+:2]=[N-:3].C1(C)C=CC(S([O-])(=O)=O)=CC=1.[NH+]1C=CC=CC=1.CCN(C(C)C)C(C)C.C(OC(OC(C)(C)C)=O)(OC(C)(C)C)=O. The catalyst is CCO. The product is [N:1]([CH2:4][C@H:5]([CH3:29])[C@@H:6]([O:7][Si:8]([C:11]([CH3:14])([CH3:13])[CH3:12])([CH3:9])[CH3:10])[C@H:15]([NH:16][C:22](=[O:23])[O:24][C:25]([CH3:28])([CH3:26])[CH3:27])[CH2:19][OH:18])=[N+:2]=[N-:3]. The yield is 0.560. (3) The reactants are NC(NC)NC(=O)CC1C(Cl)=CC=CC=1Cl.[C:17]([C:19]1[CH:24]=[CH:23][C:22]([NH:25][C:26]2[N:31]=[C:30]([CH2:32][C:33]3[C:38]([Cl:39])=[CH:37][CH:36]=[CH:35][C:34]=3[Cl:40])[N:29]=[C:28]([NH:41][C:42](NC(C)C)=O)[N:27]=2)=[CH:21][CH:20]=1)#[N:18]. The catalyst is CN(C=O)C. The product is [Cl:39][C:38]1[CH:37]=[CH:36][CH:35]=[C:34]([Cl:40])[C:33]=1[CH2:32][C:30]1[N:29]=[C:28]([NH:41][CH3:42])[N:27]=[C:26]([NH:25][C:22]2[CH:21]=[CH:20][C:19]([C:17]#[N:18])=[CH:24][CH:23]=2)[N:31]=1. The yield is 0.126. (4) The reactants are [F:1][C:2]1[CH:3]=[C:4]([C@@:12]([NH:34][S@@](C(C)(C)C)=O)([C:20]2[CH:25]=[C:24]([O:26][C:27]([F:32])([F:31])[CH:28]([F:30])[F:29])[CH:23]=[C:22]([F:33])[CH:21]=2)[CH2:13][C:14]2[CH:19]=[CH:18][CH:17]=[CH:16][CH:15]=2)[CH:5]=[CH:6][C:7]=1[O:8][CH:9]([CH3:11])[CH3:10].Cl. The yield is 1.00. The product is [F:1][C:2]1[CH:3]=[C:4]([C@:12]([C:20]2[CH:25]=[C:24]([O:26][C:27]([F:31])([F:32])[CH:28]([F:29])[F:30])[CH:23]=[C:22]([F:33])[CH:21]=2)([NH2:34])[CH2:13][C:14]2[CH:19]=[CH:18][CH:17]=[CH:16][CH:15]=2)[CH:5]=[CH:6][C:7]=1[O:8][CH:9]([CH3:11])[CH3:10]. The catalyst is CO.CCOCC. (5) The yield is 0.400. The product is [CH3:26][O:25][C:3]1[C:4]([O:23][CH3:24])=[CH:5][C:6]2[N:12]([CH3:13])[C:11](=[O:14])[CH2:10][N:9]=[C:8]([C:15]3[CH:16]=[C:17]([CH:20]=[CH:21][CH:22]=3)[C:18]#[N:19])[C:7]=2[C:2]=1[C:27]1[CH:32]=[CH:31][CH:30]=[CH:29][CH:28]=1. The reactants are Br[C:2]1[C:7]2[C:8]([C:15]3[CH:16]=[C:17]([CH:20]=[CH:21][CH:22]=3)[C:18]#[N:19])=[N:9][CH2:10][C:11](=[O:14])[N:12]([CH3:13])[C:6]=2[CH:5]=[C:4]([O:23][CH3:24])[C:3]=1[O:25][CH3:26].[C:27]1(B(O)O)[CH:32]=[CH:31][CH:30]=[CH:29][CH:28]=1.[O-]P([O-])([O-])=O.[K+].[K+].[K+]. The catalyst is CN(C=O)C.O. (6) The reactants are [Cl:1][C:2]1[CH:11]=[C:10]([F:12])[C:9]2[C:4](=[CH:5][CH:6]=[C:7]([O:13]C)[CH:8]=2)[N:3]=1.B(Br)(Br)Br. The catalyst is C(Cl)Cl. The product is [Cl:1][C:2]1[CH:11]=[C:10]([F:12])[C:9]2[C:4](=[CH:5][CH:6]=[C:7]([OH:13])[CH:8]=2)[N:3]=1. The yield is 0.690. (7) The reactants are [CH2:1]([O:8][C:9]1[CH:18]=[C:17]2[C:12]([C:13]([OH:19])=[CH:14][CH:15]=[N:16]2)=[CH:11][C:10]=1[O:20][CH3:21])[C:2]1[CH:7]=[CH:6][CH:5]=[CH:4][CH:3]=1.N1C(C)=CC=CC=1C.C(=O)=O.[F:33][C:34]([F:40])([F:39])[S:35](Cl)(=[O:37])=[O:36]. The catalyst is CN(C)C1C=CN=CC=1.O.C(Cl)Cl. The product is [CH2:1]([O:8][C:9]1[CH:18]=[C:17]2[C:12]([C:13]([O:19][S:35]([C:34]([F:40])([F:39])[F:33])(=[O:37])=[O:36])=[CH:14][CH:15]=[N:16]2)=[CH:11][C:10]=1[O:20][CH3:21])[C:2]1[CH:3]=[CH:4][CH:5]=[CH:6][CH:7]=1. The yield is 0.838. (8) The reactants are [CH3:1][CH:2]1[CH2:8][C:7]2[CH:9]=[C:10]3[O:15][CH2:14][O:13][C:11]3=[CH:12][C:6]=2[C:5]([C:16]2[CH:21]=[CH:20][C:19]([N+:22]([O-:24])=[O:23])=[CH:18][CH:17]=2)=[N:4][N:3]1[C:25](=[S:27])[NH2:26].Br.Br[CH2:30][CH2:31]N.CN(C)C=O. The catalyst is O. The product is [S:27]1[CH2:31][CH2:30][N:26]=[C:25]1[N:3]1[CH:2]([CH3:1])[CH2:8][C:7]2[CH:9]=[C:10]3[O:15][CH2:14][O:13][C:11]3=[CH:12][C:6]=2[C:5]([C:16]2[CH:17]=[CH:18][C:19]([N+:22]([O-:24])=[O:23])=[CH:20][CH:21]=2)=[N:4]1. The yield is 0.750. (9) The reactants are C[O:2][C:3]1[CH:12]=[C:11]2[C:6]([CH:7]=[CH:8][CH:9]=[N:10]2)=[CH:5][C:4]=1[N+:13]([O-:15])=[O:14].Cl.N1C=CC=CC=1. The catalyst is [OH-].[Na+]. The product is [N+:13]([C:4]1[CH:5]=[C:6]2[C:11](=[CH:12][C:3]=1[OH:2])[N:10]=[CH:9][CH:8]=[CH:7]2)([O-:15])=[O:14]. The yield is 0.690. (10) The reactants are [CH2:1]([N:8]1[CH2:13][CH2:12][C:11](=O)[CH2:10][CH2:9]1)[C:2]1[CH:7]=[CH:6][CH:5]=[CH:4][CH:3]=1.[NH:15]1C[CH2:18][CH2:17][CH2:16]1.[OH2:20]. The catalyst is C1(C)C=CC=CC=1.ClCCl. The product is [CH2:1]([N:8]1[CH2:13][CH2:12][C:11]2[NH:15][C:16](=[O:20])[CH:17]=[CH:18][C:10]=2[CH2:9]1)[C:2]1[CH:7]=[CH:6][CH:5]=[CH:4][CH:3]=1. The yield is 0.300.